The task is: Predict the product of the given reaction.. This data is from Forward reaction prediction with 1.9M reactions from USPTO patents (1976-2016). Given the reactants [O:1]=[C:2]1[CH2:8][CH2:7][CH2:6][N:5]([C:9]([O:11][CH2:12][CH3:13])=[O:10])[CH2:4][CH2:3]1.[CH2:14](O)[CH2:15][OH:16], predict the reaction product. The product is: [O:16]1[C:2]2([CH2:8][CH2:7][CH2:6][N:5]([C:9]([O:11][CH2:12][CH3:13])=[O:10])[CH2:4][CH2:3]2)[O:1][CH2:14][CH2:15]1.